From a dataset of Reaction yield outcomes from USPTO patents with 853,638 reactions. Predict the reaction yield, written as a fraction of the theoretical maximum amount of product (1.0 means a 100% yield; for example, 0.34 means a 34% yield). (1) The product is [Br:24][CH2:25][CH2:26][O:11][C:5]1[CH:4]=[CH:3][C:2]([F:1])=[CH:7][C:6]=1[C:8](=[O:10])[CH3:9]. No catalyst specified. The yield is 0.219. The reactants are [F:1][C:2]1[CH:3]=[CH:4][C:5]([OH:11])=[C:6]([C:8](=[O:10])[CH3:9])[CH:7]=1.C(=O)([O-])[O-].[K+].[K+].CC(=O)CC.O.[Br:24][CH2:25][CH2:26]Br. (2) The reactants are [Cl:1][C:2]1[CH:7]=[CH:6][C:5]([CH3:8])=[CH:4][C:3]=1[OH:9].CI.[C:12]([O-])([O-])=O.[K+].[K+]. The catalyst is CC#N. The product is [Cl:1][C:2]1[CH:7]=[CH:6][C:5]([CH3:8])=[CH:4][C:3]=1[O:9][CH3:12]. The yield is 0.890.